This data is from Full USPTO retrosynthesis dataset with 1.9M reactions from patents (1976-2016). The task is: Predict the reactants needed to synthesize the given product. (1) The reactants are: [OH:1][C:2]1([CH2:11][NH:12][C:13]([C:15]2[C:16]3[CH:17]=[CH:18][C:19](Cl)=[N:20][C:21]=3[CH:22]=[CH:23][C:24]=2[Cl:25])=[O:14])[CH2:7][CH2:6][CH2:5][CH:4]([CH:8]2[CH2:10][CH2:9]2)[CH2:3]1.CCN(C(C)C)C(C)C.[CH3:36][N:37]([CH3:43])[CH:38]1[CH2:42][CH2:41][NH:40][CH2:39]1. Given the product [OH:1][C:2]1([CH2:11][NH:12][C:13]([C:15]2[C:16]3[CH:17]=[CH:18][C:19]([N:40]4[CH2:41][CH2:42][CH:38]([N:37]([CH3:43])[CH3:36])[CH2:39]4)=[N:20][C:21]=3[CH:22]=[CH:23][C:24]=2[Cl:25])=[O:14])[CH2:7][CH2:6][CH2:5][CH:4]([CH:8]2[CH2:10][CH2:9]2)[CH2:3]1, predict the reactants needed to synthesize it. (2) Given the product [N:12]1([C:4]2[CH:5]=[CH:6][CH:7]=[CH:8][C:3]=2[OH:2])[CH:16]=[CH:15][CH:14]=[N:13]1, predict the reactants needed to synthesize it. The reactants are: C[O:2][C:3]1[CH:8]=[CH:7][CH:6]=[CH:5][C:4]=1B(O)O.[NH:12]1[CH:16]=[CH:15][CH:14]=[N:13]1.B(Br)(Br)Br. (3) Given the product [C:27]([OH:34])(=[O:33])/[CH:28]=[CH:29]\[C:30]([OH:32])=[O:31].[N:1]1([CH2:8][CH2:9][N:10]2[C:14]3=[N:15][CH:16]=[N:17][C:18]([NH:19][C:20](=[O:25])[C:21]([CH3:24])([CH3:23])[CH3:22])=[C:13]3[CH:12]=[N:11]2)[CH2:2][CH2:3][CH2:4][CH2:5][CH2:6][CH2:7]1, predict the reactants needed to synthesize it. The reactants are: [N:1]1([CH2:8][CH2:9][N:10]2[C:14]3=[N:15][CH:16]=[N:17][C:18]([NH2:19])=[C:13]3[CH:12]=[N:11]2)[CH2:7][CH2:6][CH2:5][CH2:4][CH2:3][CH2:2]1.[C:20](Cl)(=[O:25])[C:21]([CH3:24])([CH3:23])[CH3:22].[C:27]([OH:34])(=[O:33])/[CH:28]=[CH:29]\[C:30]([OH:32])=[O:31]. (4) Given the product [CH:22]1([C:10]2[CH:11]=[C:12]([CH2:15][CH2:16][C:17]([O:19][CH2:20][CH3:21])=[O:18])[CH:13]=[CH:14][C:9]=2[OH:8])[CH2:23][CH2:24][CH2:25][CH2:26]1, predict the reactants needed to synthesize it. The reactants are: C([O:8][C:9]1[CH:14]=[CH:13][C:12]([CH:15]=[CH:16][C:17]([O:19][CH2:20][CH3:21])=[O:18])=[CH:11][C:10]=1[CH:22]1[CH2:26][CH2:25][CH2:24][CH2:23]1)C1C=CC=CC=1. (5) Given the product [CH3:22][O:23][CH2:24][C@@:14]12[CH2:18][CH2:17][CH2:16][N:15]1[C@@H:11]([C:10]([Cl:9])([Cl:20])[Cl:21])[O:12][C:13]2=[O:19], predict the reactants needed to synthesize it. The reactants are: C([N-]C(C)C)(C)C.[Li+].[Cl:9][C:10]([Cl:21])([Cl:20])[C@@H:11]1[N:15]2[CH2:16][CH2:17][CH2:18][C@H:14]2[C:13](=[O:19])[O:12]1.[CH3:22][O:23][CH2:24]Cl.O. (6) Given the product [C:1]([O:5][C:6](=[O:43])[N:7]([CH2:28][CH2:29][CH2:30][N:31]1[C:40](=[O:41])[C:39]2[C:34](=[CH:35][CH:36]=[CH:37][CH:38]=2)[NH:33][C:32]1=[O:42])[CH2:8][CH2:9][CH2:10][CH2:11][N:12]([CH2:13][CH2:14][CH2:15][N:16]1[C:25](=[O:26])[C:24]2[C:19](=[CH:20][CH:21]=[CH:22][CH:23]=2)[NH:18][C:17]1=[O:27])[CH2:47][CH2:48][CH2:49][CH2:50][CH2:51][CH3:52])([CH3:4])([CH3:2])[CH3:3], predict the reactants needed to synthesize it. The reactants are: [C:1]([O:5][C:6](=[O:43])[N:7]([CH2:28][CH2:29][CH2:30][N:31]1[C:40](=[O:41])[C:39]2[C:34](=[CH:35][CH:36]=[CH:37][CH:38]=2)[NH:33][C:32]1=[O:42])[CH2:8][CH2:9][CH2:10][CH2:11][NH:12][CH2:13][CH2:14][CH2:15][N:16]1[C:25](=[O:26])[C:24]2[C:19](=[CH:20][CH:21]=[CH:22][CH:23]=2)[NH:18][C:17]1=[O:27])([CH3:4])([CH3:3])[CH3:2].[H-].[Na+].Br[CH2:47][CH2:48][CH2:49][CH2:50][CH2:51][CH3:52]. (7) Given the product [C:35]1([C@H:41]([NH:44][C:10]([C:1]2[CH:2]=[CH:3][N:4]3[C:9]=2[CH2:8][CH2:7][CH2:6][CH2:5]3)=[O:12])[CH2:42][CH3:43])[CH:40]=[CH:39][CH:38]=[CH:37][CH:36]=1, predict the reactants needed to synthesize it. The reactants are: [C:1]1([C:10]([OH:12])=O)[CH:2]=[CH:3][N:4]2[C:9]=1[CH2:8][CH2:7][CH2:6][CH2:5]2.ON1C2C=CC=CC=2N=N1.Cl.C(N=C=NCCCN(C)C)C.[C:35]1([C@H:41]([NH2:44])[CH2:42][CH3:43])[CH:40]=[CH:39][CH:38]=[CH:37][CH:36]=1.